From a dataset of Catalyst prediction with 721,799 reactions and 888 catalyst types from USPTO. Predict which catalyst facilitates the given reaction. Reactant: [F:1][C:2]1[CH:10]=[C:9]2[C:5]([CH:6]=[CH:7][NH:8]2)=[CH:4][CH:3]=1.[H-].[Na+].[CH3:13][O:14][C:15]1[CH:20]=[CH:19][C:18]([S:21](Cl)(=[O:23])=[O:22])=[CH:17][C:16]=1[N:25]1[CH2:30][CH2:29][N:28]([C:31](=[O:36])[C:32]([Cl:35])([Cl:34])[Cl:33])[CH2:27][CH2:26]1. Product: [Cl:35][C:32]([Cl:33])([Cl:34])[C:31]([N:28]1[CH2:29][CH2:30][N:25]([C:16]2[CH:17]=[C:18]([S:21]([N:8]3[C:9]4[C:5](=[CH:4][CH:3]=[C:2]([F:1])[CH:10]=4)[CH:6]=[CH:7]3)(=[O:22])=[O:23])[CH:19]=[CH:20][C:15]=2[O:14][CH3:13])[CH2:26][CH2:27]1)=[O:36]. The catalyst class is: 1.